From a dataset of NCI-60 drug combinations with 297,098 pairs across 59 cell lines. Regression. Given two drug SMILES strings and cell line genomic features, predict the synergy score measuring deviation from expected non-interaction effect. (1) Drug 1: CC12CCC(CC1=CCC3C2CCC4(C3CC=C4C5=CN=CC=C5)C)O. Cell line: NCI-H460. Drug 2: C1=NC(=NC(=O)N1C2C(C(C(O2)CO)O)O)N. Synergy scores: CSS=2.57, Synergy_ZIP=-7.24, Synergy_Bliss=-7.96, Synergy_Loewe=-27.3, Synergy_HSA=-9.01. (2) Drug 1: COC1=C(C=C2C(=C1)N=CN=C2NC3=CC(=C(C=C3)F)Cl)OCCCN4CCOCC4. Drug 2: C(CCl)NC(=O)N(CCCl)N=O. Cell line: U251. Synergy scores: CSS=21.0, Synergy_ZIP=-0.965, Synergy_Bliss=3.47, Synergy_Loewe=1.56, Synergy_HSA=4.96.